Dataset: Reaction yield outcomes from USPTO patents with 853,638 reactions. Task: Predict the reaction yield, written as a fraction of the theoretical maximum amount of product (1.0 means a 100% yield; for example, 0.34 means a 34% yield). The reactants are C(O[CH2:5][CH2:6][N+:7]([O-:9])=[O:8])(=O)C.[F:10][C:11]1[CH:16]=[CH:15][C:14]([C:17]2[CH:21]=[CH:20][N:19]([CH:22]3[CH2:27][CH2:26][NH:25][CH2:24][CH2:23]3)[C:18]=2[C:28]2[CH:33]=[CH:32][N:31]=[CH:30][CH:29]=2)=[CH:13][CH:12]=1. The catalyst is C(O)C. The product is [F:10][C:11]1[CH:16]=[CH:15][C:14]([C:17]2[CH:21]=[CH:20][N:19]([CH:22]3[CH2:23][CH2:24][N:25]([CH2:5][CH2:6][N+:7]([O-:9])=[O:8])[CH2:26][CH2:27]3)[C:18]=2[C:28]2[CH:29]=[CH:30][N:31]=[CH:32][CH:33]=2)=[CH:13][CH:12]=1. The yield is 0.760.